From a dataset of Forward reaction prediction with 1.9M reactions from USPTO patents (1976-2016). Predict the product of the given reaction. (1) Given the reactants [C:1]([O:5][C:6]([N:8]([CH:10]1[CH2:12][CH2:11]1)[NH2:9])=[O:7])([CH3:4])([CH3:3])[CH3:2].[C:13]1(B(O)O)[CH:18]=[CH:17][CH:16]=[CH:15][CH:14]=1.C(N(CC)CC)C, predict the reaction product. The product is: [C:1]([O:5][C:6]([N:8]([CH:10]1[CH2:11][CH2:12]1)[NH:9][C:13]1[CH:18]=[CH:17][CH:16]=[CH:15][CH:14]=1)=[O:7])([CH3:4])([CH3:2])[CH3:3]. (2) Given the reactants Br[C:2]1[S:3][C:4]2[CH2:5][C:6]3[C:12]([C:13]4[CH:18]=[CH:17][C:16]([O:19][CH3:20])=[CH:15][CH:14]=4)=[N:11][N:10]([CH2:21][O:22][CH2:23][CH2:24][Si:25]([CH3:28])([CH3:27])[CH3:26])[C:7]=3[C:8]=2[CH:9]=1.CC1(C)C(C)(C)OB([C:37]2[CH:38]=[C:39]([NH2:43])[CH:40]=[CH:41][CH:42]=2)O1.C([O-])([O-])=O.[Na+].[Na+], predict the reaction product. The product is: [CH3:20][O:19][C:16]1[CH:15]=[CH:14][C:13]([C:12]2[C:6]3[CH2:5][C:4]4[S:3][C:2]([C:37]5[CH:38]=[C:39]([NH2:43])[CH:40]=[CH:41][CH:42]=5)=[CH:9][C:8]=4[C:7]=3[N:10]([CH2:21][O:22][CH2:23][CH2:24][Si:25]([CH3:28])([CH3:26])[CH3:27])[N:11]=2)=[CH:18][CH:17]=1.